Dataset: Full USPTO retrosynthesis dataset with 1.9M reactions from patents (1976-2016). Task: Predict the reactants needed to synthesize the given product. (1) Given the product [I:23][CH2:22][C:21]([N:18]1[CH2:19][CH2:20][N:15]([C:13](=[O:14])[CH2:12][N:2]2[C:3](=[O:10])[C:4]3[CH:9]=[CH:8][CH:7]=[CH:6][C:5]=3[S:1]2)[CH2:16][CH2:17]1)=[O:24], predict the reactants needed to synthesize it. The reactants are: [S:1]1[C:5]2[CH:6]=[CH:7][CH:8]=[CH:9][C:4]=2[C:3](=[O:10])[NH:2]1.I[CH2:12][C:13]([N:15]1[CH2:20][CH2:19][N:18]([C:21](=[O:24])[CH2:22][I:23])[CH2:17][CH2:16]1)=[O:14].CCN(C(C)C)C(C)C.CCOC(C)=O.CCCCCC. (2) Given the product [O:8]1[C@H:9]([CH2:15][OH:16])[C@@H:10]([OH:11])[C@H:5]([OH:4])[CH:6]=[CH:7]1, predict the reactants needed to synthesize it. The reactants are: C([O:4][C@H:5]1[C@H:10]([O:11]C(=O)C)[C@@H:9]([CH2:15][O:16]C(=O)C)[O:8][CH:7]=[CH:6]1)(=O)C.C[O-].[Na+].CCOC(C)=O.